From a dataset of Full USPTO retrosynthesis dataset with 1.9M reactions from patents (1976-2016). Predict the reactants needed to synthesize the given product. (1) The reactants are: [C:1]([O:5][C:6](=[O:31])[NH:7][C@@H:8]1[C:14](=[O:15])[N:13]([CH2:16][C:17]2[C:26]3[C:21](=[CH:22][CH:23]=[CH:24][CH:25]=3)[CH:20]=[CH:19][CH:18]=2)[C:12]2[CH:27]=[CH:28][CH:29]=[CH:30][C:11]=2[NH:10][CH2:9]1)([CH3:4])([CH3:3])[CH3:2].[C:32]([O-])([O-])=O.[K+].[K+].CI. Given the product [C:1]([O:5][C:6](=[O:31])[NH:7][C@@H:8]1[C:14](=[O:15])[N:13]([CH2:16][C:17]2[C:26]3[C:21](=[CH:22][CH:23]=[CH:24][CH:25]=3)[CH:20]=[CH:19][CH:18]=2)[C:12]2[CH:27]=[CH:28][CH:29]=[CH:30][C:11]=2[N:10]([CH3:32])[CH2:9]1)([CH3:4])([CH3:2])[CH3:3], predict the reactants needed to synthesize it. (2) Given the product [C:33]1([NH:32][C:31]([C:8]2([NH2:7])[CH2:12][CH2:11][N:10]([C:13]3[C:14]4[C:28]([O:29][CH3:30])=[CH:27][N:26]=[CH:25][C:15]=4[N:16]=[C:17]([C:19]4[CH:24]=[CH:23][N:22]=[CH:21][CH:20]=4)[N:18]=3)[CH2:9]2)=[O:39])[CH:34]=[CH:35][CH:36]=[CH:37][CH:38]=1, predict the reactants needed to synthesize it. The reactants are: C(OC(=O)[NH:7][C:8]1([C:31](=[O:39])[NH:32][C:33]2[CH:38]=[CH:37][CH:36]=[CH:35][CH:34]=2)[CH2:12][CH2:11][N:10]([C:13]2[C:14]3[C:28]([O:29][CH3:30])=[CH:27][N:26]=[CH:25][C:15]=3[N:16]=[C:17]([C:19]3[CH:24]=[CH:23][N:22]=[CH:21][CH:20]=3)[N:18]=2)[CH2:9]1)(C)(C)C.C(Cl)Cl.FC(F)(F)C(O)=O.